From a dataset of Full USPTO retrosynthesis dataset with 1.9M reactions from patents (1976-2016). Predict the reactants needed to synthesize the given product. (1) Given the product [F:29][C:3]([F:2])([F:28])[C:4]1[CH:5]=[C:6]([CH:21]=[C:22]([C:24]([F:27])([F:25])[F:26])[CH:23]=1)[CH2:7][O:8][C@H:9]1[CH2:14][CH2:13][N:12]([C:38]([NH:37][CH2:40][C:41]([O:43][CH2:44][CH3:45])=[O:42])=[O:39])[CH2:11][C@H:10]1[C:15]1[CH:16]=[CH:17][CH:18]=[CH:19][CH:20]=1, predict the reactants needed to synthesize it. The reactants are: Cl.[F:2][C:3]([F:29])([F:28])[C:4]1[CH:5]=[C:6]([CH:21]=[C:22]([C:24]([F:27])([F:26])[F:25])[CH:23]=1)[CH2:7][O:8][C@H:9]1[CH2:14][CH2:13][NH:12][CH2:11][C@H:10]1[C:15]1[CH:20]=[CH:19][CH:18]=[CH:17][CH:16]=1.CCN(CC)CC.[N:37]([CH2:40][C:41]([O:43][CH2:44][CH3:45])=[O:42])=[C:38]=[O:39].C(=O)([O-])O.[Na+]. (2) Given the product [CH2:1]([O:3][C:4](=[O:26])[CH2:5][O:6][C:7]1[CH:12]=[CH:11][C:10]([N:13]([C:14]([O:16][C:17]([CH3:20])([CH3:19])[CH3:18])=[O:15])[CH3:29])=[CH:9][C:8]=1[CH2:21][CH2:22][CH2:23][O:24][CH3:25])[CH3:2], predict the reactants needed to synthesize it. The reactants are: [CH2:1]([O:3][C:4](=[O:26])[CH2:5][O:6][C:7]1[CH:12]=[CH:11][C:10]([NH:13][C:14]([O:16][C:17]([CH3:20])([CH3:19])[CH3:18])=[O:15])=[CH:9][C:8]=1[CH2:21][CH2:22][CH2:23][O:24][CH3:25])[CH3:2].[H-].[Na+].[CH3:29]I. (3) Given the product [NH2:18][C:17]1[C:4]2[C:5](=[O:20])[N:6]([C:8]3[C:13]([F:14])=[CH:12][CH:11]=[CH:10][C:9]=3[F:15])[CH:7]=[C:2]([Br:1])[C:3]=2[NH:22][N:21]=1, predict the reactants needed to synthesize it. The reactants are: [Br:1][C:2]1[C:3](Cl)=[C:4]([C:17]#[N:18])[C:5](=O)[N:6]([C:8]2[C:13]([F:14])=[CH:12][CH:11]=[CH:10][C:9]=2[F:15])[CH:7]=1.[OH2:20].[NH2:21][NH2:22].